This data is from Peptide-MHC class II binding affinity with 134,281 pairs from IEDB. The task is: Regression. Given a peptide amino acid sequence and an MHC pseudo amino acid sequence, predict their binding affinity value. This is MHC class II binding data. (1) The peptide sequence is RRAIDLPTHENHGLK. The MHC is HLA-DQA10201-DQB10303 with pseudo-sequence HLA-DQA10201-DQB10303. The binding affinity (normalized) is 0. (2) The peptide sequence is TSLLISWGHYPLHLR. The MHC is HLA-DPA10103-DPB10401 with pseudo-sequence HLA-DPA10103-DPB10401. The binding affinity (normalized) is 0.594.